Dataset: Retrosynthesis with 50K atom-mapped reactions and 10 reaction types from USPTO. Task: Predict the reactants needed to synthesize the given product. Given the product Cc1ccc(-n2c(=O)n(OCc3ccccc3)c(=O)c3cc(F)c(N4CCCC4)nc32)cc1, predict the reactants needed to synthesize it. The reactants are: C1CCNC1.Cc1ccc(-n2c(=O)n(OCc3ccccc3)c(=O)c3cc(F)c(Cl)nc32)cc1.